The task is: Predict the reactants needed to synthesize the given product.. This data is from Retrosynthesis with 50K atom-mapped reactions and 10 reaction types from USPTO. (1) The reactants are: Cc1cc(O)ccc1OCc1ccccc1.N#Cc1cccc(F)c1. Given the product Cc1cc(Oc2cccc(C#N)c2)ccc1OCc1ccccc1, predict the reactants needed to synthesize it. (2) Given the product CON(C)C(=O)c1cc(NC(C)=O)c(S(F)(F)(F)(F)F)cc1C, predict the reactants needed to synthesize it. The reactants are: CC(=O)Cl.CON(C)C(=O)c1cc(N)c(S(F)(F)(F)(F)F)cc1C.